From a dataset of Blood-brain barrier penetration binary classification data from Martins et al.. Regression/Classification. Given a drug SMILES string, predict its absorption, distribution, metabolism, or excretion properties. Task type varies by dataset: regression for continuous measurements (e.g., permeability, clearance, half-life) or binary classification for categorical outcomes (e.g., BBB penetration, CYP inhibition). Dataset: bbb_martins. (1) The drug is CC(=O)N1CCN(c2ccc(OC[C@H]3CO[C@](Cn4ccnc4)(c4ccc(Cl)cc4Cl)O3)cc2)CC1. The result is 0 (does not penetrate BBB). (2) The molecule is COC(=O)[C@H]1[C@H]2C[C@@H]3c4[nH]c5cc(OC)ccc5c4CCN3C[C@H]2C[C@@H](OC(=O)c2cc(OC)c(OC)c(OC)c2)[C@@H]1OC. The result is 1 (penetrates BBB). (3) The molecule is Oc1ccc2c(c1)[C@@]13CCCC[C@@]1(O)[C@@H](C2)N(CC1CC1)CC3. The result is 1 (penetrates BBB). (4) The compound is CN1CCN(CC(=O)N2c3ccccc3C(=O)Nc3cccnc32)CC1. The result is 1 (penetrates BBB). (5) The drug is O=C(NCCc1ccc(O)c(O)c1)C12CC3CC(CC(C3)C1)C2. The result is 1 (penetrates BBB). (6) The molecule is OC(c1ccccc1)(c1ccccc1)C1CCNCC1. The result is 1 (penetrates BBB). (7) The molecule is C=CCN1C(=O)OC(C)C1=O. The result is 1 (penetrates BBB).